From a dataset of Forward reaction prediction with 1.9M reactions from USPTO patents (1976-2016). Predict the product of the given reaction. (1) Given the reactants CN(C(ON1N=NC2C=CC=NC1=2)=[N+](C)C)C.F[P-](F)(F)(F)(F)F.Cl.[CH3:26][C:27]1([CH3:40])[C:31]([CH3:33])([CH3:32])[O:30][B:29]([C:34]2[CH2:35][CH2:36][NH:37][CH2:38][CH:39]=2)[O:28]1.[C:41]([O:45][C:46](=[O:52])[CH2:47][CH2:48][C:49](O)=[O:50])([CH3:44])([CH3:43])[CH3:42].C(N(CC)C(C)C)(C)C, predict the reaction product. The product is: [O:50]=[C:49]([N:37]1[CH2:36][CH:35]=[C:34]([B:29]2[O:28][C:27]([CH3:40])([CH3:26])[C:31]([CH3:32])([CH3:33])[O:30]2)[CH2:39][CH2:38]1)[CH2:48][CH2:47][C:46]([O:45][C:41]([CH3:44])([CH3:43])[CH3:42])=[O:52]. (2) The product is: [C:1]1([C@@H:7]2[C@@H:8]([C:10]3[CH:15]=[CH:14][CH:13]=[CH:12][CH:11]=3)[O:9][C:22]3([CH2:21][CH2:20][CH2:19][CH:18]=[CH:17]3)[O:16]2)[CH:2]=[CH:3][CH:4]=[CH:5][CH:6]=1. Given the reactants [C:1]1([C@@H:7]([OH:16])[C@@H:8]([C:10]2[CH:15]=[CH:14][CH:13]=[CH:12][CH:11]=2)[OH:9])[CH:6]=[CH:5][CH:4]=[CH:3][CH:2]=1.[C:17]1(=O)[CH2:22][CH2:21][CH2:20][CH:19]=[CH:18]1.C1C=CC=CC=1.O, predict the reaction product. (3) Given the reactants C1(P(C2CCCCC2)C2C=CC=CC=2C2C(C(C)C)=CC(C(C)C)=CC=2C(C)C)CCCCC1.[O:35]1[CH2:40][CH2:39][N:38]([C:41]2[C:46]([NH2:47])=[CH:45][C:44]([N:48]3[CH2:53][CH2:52][O:51][CH2:50][CH2:49]3)=[CH:43][N:42]=2)[CH2:37][CH2:36]1.Cl[C:55]1[C:64]2[C:59](=[CH:60][C:61]([F:66])=[CH:62][C:63]=2[F:65])[N:58]=[C:57]([C:67]2[CH:72]=[CH:71][N:70]=[C:69]([CH3:73])[CH:68]=2)[C:56]=1[CH3:74].CC(C)([O-])C.[Na+], predict the reaction product. The product is: [O:35]1[CH2:40][CH2:39][N:38]([C:41]2[C:46]([NH:47][C:55]3[C:64]4[C:59](=[CH:60][C:61]([F:66])=[CH:62][C:63]=4[F:65])[N:58]=[C:57]([C:67]4[CH:72]=[CH:71][N:70]=[C:69]([CH3:73])[CH:68]=4)[C:56]=3[CH3:74])=[CH:45][C:44]([N:48]3[CH2:49][CH2:50][O:51][CH2:52][CH2:53]3)=[CH:43][N:42]=2)[CH2:37][CH2:36]1. (4) Given the reactants C([O:3][C:4]([C:6]1[C:15]2[C:10](=[CH:11][CH:12]=[CH:13][C:14]=2[CH2:16][CH3:17])[CH:9]=[CH:8][CH:7]=1)=O)C.[H-].C([Al+]CC(C)C)C(C)C.O.Cl, predict the reaction product. The product is: [CH2:16]([C:14]1[CH:13]=[CH:12][CH:11]=[C:10]2[C:15]=1[C:6]([CH2:4][OH:3])=[CH:7][CH:8]=[CH:9]2)[CH3:17]. (5) Given the reactants [CH3:1][C:2]1[NH:6][C:5]2[CH:7]=[C:8]([O:12][CH2:13][C:14]3[CH:23]=[CH:22][CH:21]=[CH:20][C:15]=3[C:16]([O:18][CH3:19])=[O:17])[CH:9]=[C:10]([CH3:11])[C:4]=2[N:3]=1.CS(O[CH2:29][C:30]1[C:31]([Cl:37])=[N:32][C:33]([Cl:36])=[CH:34][CH:35]=1)(=O)=O, predict the reaction product. The product is: [Cl:37][C:31]1[C:30]([CH2:29][N:6]2[C:5]3[CH:7]=[C:8]([O:12][CH2:13][C:14]4[CH:23]=[CH:22][CH:21]=[CH:20][C:15]=4[C:16]([O:18][CH3:19])=[O:17])[CH:9]=[C:10]([CH3:11])[C:4]=3[N:3]=[C:2]2[CH3:1])=[CH:35][CH:34]=[C:33]([Cl:36])[N:32]=1. (6) Given the reactants [F:1][C:2]1[CH:7]=[CH:6][C:5]([F:8])=[CH:4][C:3]=1[C:9]1[CH2:13][N:12]([C:14]([N:16]([CH3:18])[CH3:17])=[O:15])[C:11]([CH2:25][OH:26])([C:19]2[CH:24]=[CH:23][CH:22]=[CH:21][CH:20]=2)[CH:10]=1.CC(OI1(OC(C)=O)(OC(C)=O)OC(=O)C2C=CC=CC1=2)=O, predict the reaction product. The product is: [F:1][C:2]1[CH:7]=[CH:6][C:5]([F:8])=[CH:4][C:3]=1[C:9]1[CH2:13][N:12]([C:14]([N:16]([CH3:18])[CH3:17])=[O:15])[C:11]([CH:25]=[O:26])([C:19]2[CH:24]=[CH:23][CH:22]=[CH:21][CH:20]=2)[CH:10]=1. (7) Given the reactants [C@:1]12([CH3:13])[C:7]([CH3:9])([CH3:8])[CH:4]([CH2:5][CH2:6]1)[CH2:3][CH:2]2[C:10](Cl)=[O:11].[I:14][C:15]1[CH:20]=[CH:19][C:18]([CH:21]([OH:25])[CH:22]([CH3:24])[CH3:23])=[C:17]([N+:26]([O-:28])=[O:27])[CH:16]=1, predict the reaction product. The product is: [C@:1]12([CH3:13])[C:7]([CH3:9])([CH3:8])[CH:4]([CH2:5][CH2:6]1)[CH2:3][CH:2]2[C:10]([O:25][C@@H:21]([C:18]1[CH:19]=[CH:20][C:15]([I:14])=[CH:16][C:17]=1[N+:26]([O-:28])=[O:27])[CH:22]([CH3:24])[CH3:23])=[O:11]. (8) Given the reactants [NH:1]1[C:5]2=[N:6][C:7]([CH2:10][CH2:11][C:12]3[CH:13]=[C:14]([CH:17]=[C:18]([CH2:20][CH2:21][C:22]4[CH:27]=[C:26]([CH3:28])[CH:25]=[C:24]([NH2:29])[N:23]=4)[CH:19]=3)[C:15]#[N:16])=[CH:8][CH:9]=[C:4]2[CH:3]=[CH:2]1, predict the reaction product. The product is: [NH:1]1[C:5]2=[N:6][C:7]([CH2:10][CH2:11][C:12]3[CH:19]=[C:18]([CH:17]=[C:14]([CH2:15][NH2:16])[CH:13]=3)[CH2:20][CH2:21][C:22]3[N:23]=[C:24]([NH2:29])[CH:25]=[C:26]([CH3:28])[CH:27]=3)=[CH:8][CH:9]=[C:4]2[CH:3]=[CH:2]1. (9) Given the reactants OC[P:3](=[O:10])([O:7][CH2:8][CH3:9])[O:4][CH2:5][CH3:6].N1[C:16]([CH3:17])=[CH:15][CH:14]=CC=1C.FC(F)(F)S(OS(C(F)(F)F)(=O)=O)(=O)=O.C(OCC1C=CC=CC=1)C1C=CC=CC=1.C1(O)C=CC=CC=1.C([O-])([O-])=O.[Cs+].[Cs+].[CH2:62]([NH:69][NH2:70])C1C=CC=CC=1.[O-]S(C(F)(F)F)(=O)=O, predict the reaction product. The product is: [CH2:62]([NH:69][NH2:70])[C:9]1[CH:8]=[CH:14][CH:15]=[CH:16][CH:17]=1.[CH2:5]([O:4][PH:3](=[O:10])[O:7][CH2:8][CH3:9])[CH3:6]. (10) Given the reactants [CH:1]1([C:7](Cl)=[O:8])[CH2:6][CH2:5][CH2:4][CH2:3][CH2:2]1.[S-:10][C:11]#[N:12].[K+].[Cl:14][C:15]1[CH:16]=[C:17]([CH:19]=[CH:20][CH:21]=1)[NH2:18].O, predict the reaction product. The product is: [Cl:14][C:15]1[CH:16]=[C:17]([NH:18][C:11]([NH:12][C:7]([CH:1]2[CH2:6][CH2:5][CH2:4][CH2:3][CH2:2]2)=[O:8])=[S:10])[CH:19]=[CH:20][CH:21]=1.